This data is from NCI-60 drug combinations with 297,098 pairs across 59 cell lines. The task is: Regression. Given two drug SMILES strings and cell line genomic features, predict the synergy score measuring deviation from expected non-interaction effect. (1) Drug 1: CC1C(C(CC(O1)OC2CC(CC3=C2C(=C4C(=C3O)C(=O)C5=C(C4=O)C(=CC=C5)OC)O)(C(=O)C)O)N)O.Cl. Drug 2: C1CC(C1)(C(=O)O)C(=O)O.[NH2-].[NH2-].[Pt+2]. Cell line: OVCAR3. Synergy scores: CSS=57.7, Synergy_ZIP=-4.07, Synergy_Bliss=0.772, Synergy_Loewe=-12.0, Synergy_HSA=0.755. (2) Cell line: SNB-19. Drug 2: COC1=NC(=NC2=C1N=CN2C3C(C(C(O3)CO)O)O)N. Drug 1: CC(CN1CC(=O)NC(=O)C1)N2CC(=O)NC(=O)C2. Synergy scores: CSS=2.16, Synergy_ZIP=1.81, Synergy_Bliss=6.28, Synergy_Loewe=-3.45, Synergy_HSA=-0.493. (3) Drug 1: CC1=CC=C(C=C1)C2=CC(=NN2C3=CC=C(C=C3)S(=O)(=O)N)C(F)(F)F. Drug 2: CC=C1C(=O)NC(C(=O)OC2CC(=O)NC(C(=O)NC(CSSCCC=C2)C(=O)N1)C(C)C)C(C)C. Cell line: NCI/ADR-RES. Synergy scores: CSS=3.47, Synergy_ZIP=-2.31, Synergy_Bliss=-3.26, Synergy_Loewe=-4.32, Synergy_HSA=-1.66. (4) Drug 1: C1CC(=O)NC(=O)C1N2C(=O)C3=CC=CC=C3C2=O. Drug 2: N.N.Cl[Pt+2]Cl. Cell line: MDA-MB-231. Synergy scores: CSS=51.4, Synergy_ZIP=1.19, Synergy_Bliss=-4.20, Synergy_Loewe=-9.80, Synergy_HSA=0.322. (5) Drug 1: CN(C)C1=NC(=NC(=N1)N(C)C)N(C)C. Drug 2: CCN(CC)CCCC(C)NC1=C2C=C(C=CC2=NC3=C1C=CC(=C3)Cl)OC. Cell line: SNB-19. Synergy scores: CSS=28.6, Synergy_ZIP=7.71, Synergy_Bliss=9.42, Synergy_Loewe=0.895, Synergy_HSA=7.34.